This data is from Peptide-MHC class II binding affinity with 134,281 pairs from IEDB. The task is: Regression. Given a peptide amino acid sequence and an MHC pseudo amino acid sequence, predict their binding affinity value. This is MHC class II binding data. (1) The peptide sequence is VFLGSAHGIPKVPPG. The MHC is DRB1_1201 with pseudo-sequence DRB1_1201. The binding affinity (normalized) is 0.207. (2) The peptide sequence is INEPTIAAIAYGLDR. The MHC is HLA-DQA10401-DQB10402 with pseudo-sequence HLA-DQA10401-DQB10402. The binding affinity (normalized) is 0.506. (3) The peptide sequence is WLSWQVAKAGLKTND. The MHC is DRB1_0301 with pseudo-sequence DRB1_0301. The binding affinity (normalized) is 0.475. (4) The peptide sequence is FKCKVNNKDLPAPIE. The MHC is H-2-IAs with pseudo-sequence H-2-IAs. The binding affinity (normalized) is 0.157. (5) The peptide sequence is SEELRSLYNTVATLYCVHQ. The MHC is HLA-DPA10103-DPB10301 with pseudo-sequence HLA-DPA10103-DPB10301. The binding affinity (normalized) is 0.310. (6) The peptide sequence is LNNFYPREAKVQWKVDNALQSGNS. The MHC is DRB1_1101 with pseudo-sequence DRB1_1101. The binding affinity (normalized) is 0.0333.